From a dataset of Reaction yield outcomes from USPTO patents with 853,638 reactions. Predict the reaction yield, written as a fraction of the theoretical maximum amount of product (1.0 means a 100% yield; for example, 0.34 means a 34% yield). The reactants are Cl[C:2]1[N:7]=[CH:6][C:5]([C:8]2[C:13]([C:14]([F:17])([F:16])[F:15])=[CH:12][CH:11]=[CH:10][N:9]=2)=[CH:4][C:3]=1[NH2:18].[Cl-].[NH4+].[OH-].[NH4+].C[N:24]([CH:26]=[O:27])C. The catalyst is O.[C-]#N.[Zn+2].[C-]#N.C1(P(C2C=CC=CC=2)[C-]2C=CC=C2)C=CC=CC=1.[C-]1(P(C2C=CC=CC=2)C2C=CC=CC=2)C=CC=C1.[Fe+2]. The product is [NH2:18][C:3]1[C:2]([C:26]([NH2:24])=[O:27])=[N:7][CH:6]=[C:5]([C:8]2[C:13]([C:14]([F:17])([F:16])[F:15])=[CH:12][CH:11]=[CH:10][N:9]=2)[CH:4]=1. The yield is 0.900.